From a dataset of Full USPTO retrosynthesis dataset with 1.9M reactions from patents (1976-2016). Predict the reactants needed to synthesize the given product. (1) Given the product [I:8][CH2:10][C@H:11]([CH:13]1[C@:21]2([CH3:22])[CH:16]([CH:17]([OH:23])[CH2:18][CH2:19][CH2:20]2)[CH2:15][CH2:14]1)[CH3:12], predict the reactants needed to synthesize it. The reactants are: C(N(CC)CC)C.[I-:8].O[CH2:10][C@H:11]([CH:13]1[C@:21]2([CH3:22])[CH:16]([CH:17]([OH:23])[CH2:18][CH2:19][CH2:20]2)[CH2:15][CH2:14]1)[CH3:12]. (2) Given the product [NH:13]1[CH2:18][CH:17]=[C:16]([C:19]2[CH:20]=[C:21]([CH:25]=[CH:26][CH:27]=2)[C:22]([O:24][CH3:28])=[O:23])[CH2:15][CH2:14]1, predict the reactants needed to synthesize it. The reactants are: S(Cl)(Cl)=O.Cl.C(OC([N:13]1[CH2:18][CH:17]=[C:16]([C:19]2[CH:20]=[C:21]([CH:25]=[CH:26][CH:27]=2)[C:22]([OH:24])=[O:23])[CH2:15][CH2:14]1)=O)(C)(C)C.[CH3:28]O. (3) The reactants are: Cl[S:2]([C:5]1[CH:6]=[C:7]([C:11]([O-:13])=[O:12])[N:8]([CH3:10])[CH:9]=1)(=[O:4])=[O:3].[CH3:14]N1C=C(S(=O)(=O)NC2(C)COC2)C=C1C(O)=O.C(N(C(C)C)CC)(C)C.[F:41][CH:42]([F:45])[CH2:43][NH2:44]. Given the product [F:41][CH:42]([F:45])[CH2:43][NH:44][S:2]([C:5]1[CH:6]=[C:7]([C:11]([O:13][CH3:14])=[O:12])[N:8]([CH3:10])[CH:9]=1)(=[O:4])=[O:3], predict the reactants needed to synthesize it.